From a dataset of Forward reaction prediction with 1.9M reactions from USPTO patents (1976-2016). Predict the product of the given reaction. (1) Given the reactants [F:1][C:2]1[CH:3]=[C:4]([CH:8]=[CH:9][C:10]=1[F:11])[C:5]([OH:7])=O.[NH2:12][C@@H:13]1[CH2:18][CH2:17][C@H:16]([NH:19][C:20]2[N:25]=[C:24]([NH:26][CH3:27])[CH:23]=[CH:22][N:21]=2)[CH2:15][CH2:14]1.C1C=CC2N(O)N=NC=2C=1.O.CCN=C=NCCCN(C)C.[ClH:50], predict the reaction product. The product is: [ClH:50].[F:1][C:2]1[CH:3]=[C:4]([CH:8]=[CH:9][C:10]=1[F:11])[C:5]([NH:12][C@H:13]1[CH2:14][CH2:15][C@@H:16]([NH:19][C:20]2[N:25]=[C:24]([NH:26][CH3:27])[CH:23]=[CH:22][N:21]=2)[CH2:17][CH2:18]1)=[O:7]. (2) Given the reactants C([NH:11][C@@H:12]([CH2:16][C:17](=[O:26])[C:18]1[CH:23]=[CH:22][CH:21]=[CH:20][C:19]=1[O:24][CH3:25])[C:13]([OH:15])=[O:14])(OCC1C=CC=CC=1)=O.Cl, predict the reaction product. The product is: [NH2:11][C@@H:12]([CH2:16][C:17]([C:18]1[CH:23]=[CH:22][CH:21]=[CH:20][C:19]=1[O:24][CH3:25])=[O:26])[C:13]([OH:15])=[O:14]. (3) Given the reactants [NH2:1][C:2]1[C:11]([F:12])=[C:10](F)[C:9]2[O:14][CH2:15][C:16]3([CH2:20][CH2:19][CH2:18][CH2:17]3)[N:7]3[C:8]=2[C:3]=1[C:4](=[O:24])[C:5]([C:21]([OH:23])=[O:22])=[CH:6]3.[CH3:25][C:26]1[C:35]2[C:30](=[CH:31][CH:32]=[CH:33][CH:34]=2)[N:29]=[C:28]([NH:36][CH2:37][CH2:38][NH2:39])[CH:27]=1.C(N(CC)CC)C, predict the reaction product. The product is: [NH2:1][C:2]1[C:11]([F:12])=[C:10]([NH:39][CH2:38][CH2:37][NH:36][C:28]2[CH:27]=[C:26]([CH3:25])[C:35]3[C:30](=[CH:31][CH:32]=[CH:33][CH:34]=3)[N:29]=2)[C:9]2[O:14][CH2:15][C:16]3([CH2:17][CH2:18][CH2:19][CH2:20]3)[N:7]3[C:8]=2[C:3]=1[C:4](=[O:24])[C:5]([C:21]([OH:23])=[O:22])=[CH:6]3. (4) Given the reactants [C:1]1(=[O:6])[CH2:5][CH2:4][CH:3]=[CH:2]1.C1(C)C=CC(S([CH2:16][N+:17]#[C-:18])(=O)=O)=CC=1.CC(C)([O-])C.O, predict the reaction product. The product is: [CH:16]1[NH:17][CH:18]=[C:5]2[C:1](=[O:6])[CH2:2][CH2:3][C:4]=12. (5) Given the reactants [CH2:1]([N:8]1[CH2:13][CH2:12][CH2:11][C:10]([C:15]2[CH:20]=[CH:19][CH:18]=[C:17]([O:21][CH3:22])[CH:16]=2)(O)[CH2:9]1)[C:2]1[CH:7]=[CH:6][CH:5]=[CH:4][CH:3]=1.[C:23]1([OH:29])[CH:28]=[CH:27][CH:26]=[CH:25][CH:24]=1.[Al+3].[Cl-].[Cl-].[Cl-], predict the reaction product. The product is: [CH2:1]([N:8]1[CH2:13][CH2:12][CH2:11][C:10]([C:26]2[CH:27]=[CH:28][C:23]([OH:29])=[CH:24][CH:25]=2)([C:15]2[CH:20]=[CH:19][CH:18]=[C:17]([O:21][CH3:22])[CH:16]=2)[CH2:9]1)[C:2]1[CH:7]=[CH:6][CH:5]=[CH:4][CH:3]=1. (6) Given the reactants [Si:1]([O:8][CH:9]([CH2:21][CH2:22][C:23]1[CH:28]=[CH:27][CH:26]=[CH:25][CH:24]=1)/[CH:10]=[CH:11]/[C:12]1[CH:17]=[CH:16][C:15]([OH:18])=[C:14]([O:19][CH3:20])[CH:13]=1)([C:4]([CH3:7])([CH3:6])[CH3:5])([CH3:3])[CH3:2].[H][H], predict the reaction product. The product is: [Si:1]([O:8][CH:9]([CH2:21][CH2:22][C:23]1[CH:24]=[CH:25][CH:26]=[CH:27][CH:28]=1)[CH2:10][CH2:11][C:12]1[CH:17]=[CH:16][C:15]([OH:18])=[C:14]([O:19][CH3:20])[CH:13]=1)([C:4]([CH3:7])([CH3:6])[CH3:5])([CH3:3])[CH3:2].